Dataset: Full USPTO retrosynthesis dataset with 1.9M reactions from patents (1976-2016). Task: Predict the reactants needed to synthesize the given product. (1) Given the product [CH3:1][O:2][C:3]1[C:15]([O:16][CH3:17])=[CH:14][C:6]2[S:7][C:8]([C:10]([OH:12])=[O:11])=[CH:9][C:5]=2[CH:4]=1, predict the reactants needed to synthesize it. The reactants are: [CH3:1][O:2][C:3]1[C:15]([O:16][CH3:17])=[CH:14][C:6]2[S:7][C:8]([C:10]([O:12]C)=[O:11])=[CH:9][C:5]=2[CH:4]=1.[OH-].[Na+].Cl. (2) Given the product [C:2]([C:7]1[N:8]=[C:9]([CH2:12][N:13]2[N:17]=[C:16]([NH:18][C:25]([C:23]3[N:24]=[C:20]([CH3:19])[S:21][C:22]=3[C:28]3[CH:29]=[C:30]([CH3:34])[CH:31]=[CH:32][CH:33]=3)=[O:26])[CH:15]=[N:14]2)[S:10][CH:11]=1)(=[O:6])[CH3:1], predict the reactants needed to synthesize it. The reactants are: [CH3:1][C:2]1([C:7]2[N:8]=[C:9]([CH2:12][N:13]3[N:17]=[C:16]([NH2:18])[CH:15]=[N:14]3)[S:10][CH:11]=2)[O:6]CCO1.[CH3:19][C:20]1[S:21][C:22]([C:28]2[CH:29]=[C:30]([CH3:34])[CH:31]=[CH:32][CH:33]=2)=[C:23]([C:25](O)=[O:26])[N:24]=1. (3) Given the product [Br:8][C:6]1[N:7]=[C:2]([NH:14][CH:15]2[CH2:20][CH2:19][CH2:18][N:17]([C:21]([O:23][C:24]([CH3:27])([CH3:26])[CH3:25])=[O:22])[CH2:16]2)[C:3]([N:9]2[CH2:13][CH2:12][CH2:11][CH2:10]2)=[N:4][CH:5]=1, predict the reactants needed to synthesize it. The reactants are: Br[C:2]1[C:3]([N:9]2[CH2:13][CH2:12][CH2:11][CH2:10]2)=[N:4][CH:5]=[C:6]([Br:8])[N:7]=1.[NH2:14][CH:15]1[CH2:20][CH2:19][CH2:18][N:17]([C:21]([O:23][C:24]([CH3:27])([CH3:26])[CH3:25])=[O:22])[CH2:16]1. (4) Given the product [CH:1]1([C:4]2[C:5]([N:11]3[CH2:16][CH2:15][N:14]([C:17]([C:19]4[CH:24]=[CH:23][C:22]([N:29]5[C@H:28]([CH3:27])[CH2:32][CH2:31][S:30]5(=[O:34])=[O:33])=[CH:21][C:20]=4[F:26])=[O:18])[CH2:13][CH2:12]3)=[N:6][CH:7]=[C:8]([CH3:10])[CH:9]=2)[CH2:3][CH2:2]1, predict the reactants needed to synthesize it. The reactants are: [CH:1]1([C:4]2[C:5]([N:11]3[CH2:16][CH2:15][N:14]([C:17]([C:19]4[CH:24]=[CH:23][C:22](I)=[CH:21][C:20]=4[F:26])=[O:18])[CH2:13][CH2:12]3)=[N:6][CH:7]=[C:8]([CH3:10])[CH:9]=2)[CH2:3][CH2:2]1.[CH3:27][C@@H:28]1[CH2:32][CH2:31][S:30](=[O:34])(=[O:33])[NH:29]1. (5) Given the product [CH3:7][C:6]1([CH3:5])[NH:11][C:12]2[N:19]=[CH:18][CH:17]=[CH:16][C:13]=2[C:14](=[O:15])[N:9]1[C:10]1[CH:20]=[CH:21][C:22]([C:27]#[CH:26])=[CH:23][CH:24]=1, predict the reactants needed to synthesize it. The reactants are: C(C1C=[CH:7][C:6]([N:9]2[C:14](=[O:15])[C:13]3[CH:16]=[CH:17][CH:18]=[N:19][C:12]=3[N:11]=[C:10]2/[CH:20]=[CH:21]/[C:22]2[CH:27]=[CH:26]C(O)=[CH:24][CH:23]=2)=[CH:5]C=1)#C.C([O-])(O)=O.[Na+]. (6) Given the product [C:1]([O:5][C:6](=[O:14])[NH:7][C@@H:8]1[CH2:12][O:11][N:10]([CH3:15])[C:9]1=[O:13])([CH3:4])([CH3:2])[CH3:3], predict the reactants needed to synthesize it. The reactants are: [C:1]([O:5][C:6](=[O:14])[NH:7][CH:8]1[CH2:12][O:11][NH:10][C:9]1=[O:13])([CH3:4])([CH3:3])[CH3:2].[CH3:15]C(C)([O-])C.[K+].C(I)I.O.